From a dataset of Forward reaction prediction with 1.9M reactions from USPTO patents (1976-2016). Predict the product of the given reaction. Given the reactants Cl[C:2]1[CH:9]=[N:8][CH:7]=[C:6]([Cl:10])[C:3]=1[C:4]#[N:5].[F:11][C:12]1[CH:17]=[CH:16][C:15]([C:18]([F:21])([F:20])[F:19])=[CH:14][C:13]=1[NH:22][C:23]([NH:25][C:26]1[CH:31]=[CH:30][C:29](B2OC(C)(C)C(C)(C)O2)=[CH:28][CH:27]=1)=[O:24].C([O-])(O)=O.[Na+], predict the reaction product. The product is: [Cl:10][C:6]1[C:3]([C:4]#[N:5])=[C:2]([C:29]2[CH:28]=[CH:27][C:26]([NH:25][C:23]([NH:22][C:13]3[CH:14]=[C:15]([C:18]([F:19])([F:21])[F:20])[CH:16]=[CH:17][C:12]=3[F:11])=[O:24])=[CH:31][CH:30]=2)[CH:9]=[N:8][CH:7]=1.